This data is from Forward reaction prediction with 1.9M reactions from USPTO patents (1976-2016). The task is: Predict the product of the given reaction. (1) Given the reactants C(Cl)(=O)O[CH2:3][CH3:4].[CH3:7][NH:8][CH2:9][CH2:10][N:11]1C[CH2:15][NH:14][CH2:13][CH2:12]1.C(N(CC)CC)C.[H-].[H-].[H-].[H-].[Li+].[Al+3].[OH-].[Na+].[O-]S([O-])(=O)=O.[Mg+2], predict the reaction product. The product is: [CH3:7][NH:8][CH2:9][CH2:10][N:11]1[CH2:4][CH2:3][N:14]([CH3:15])[CH2:13][CH2:12]1. (2) Given the reactants [CH:1]1([C:4]2[NH:8][C:7]3[C:9]([C:14]([OH:16])=O)=[CH:10][CH:11]=[C:12]([OH:13])[C:6]=3[N:5]=2)[CH2:3][CH2:2]1.[NH2:17][CH:18]1[CH2:23][CH2:22][CH2:21][N:20](C(OC(C)(C)C)=O)[CH2:19]1, predict the reaction product. The product is: [CH:1]1([C:4]2[NH:8][C:7]3[C:9]([C:14]([NH:17][CH:18]4[CH2:23][CH2:22][CH2:21][NH:20][CH2:19]4)=[O:16])=[CH:10][CH:11]=[C:12]([OH:13])[C:6]=3[N:5]=2)[CH2:2][CH2:3]1.